The task is: Predict the product of the given reaction.. This data is from Forward reaction prediction with 1.9M reactions from USPTO patents (1976-2016). Given the reactants [CH3:1][C:2]1([CH3:15])[CH2:7][CH2:6][CH:5]([C:8]2[CH:13]=[CH:12][C:11]([OH:14])=[CH:10][CH:9]=2)[CH2:4][CH2:3]1.S(Cl)([Cl:19])(=O)=O.C(=O)(O)[O-].[Na+], predict the reaction product. The product is: [Cl:19][C:12]1[CH:13]=[C:8]([CH:5]2[CH2:6][CH2:7][C:2]([CH3:15])([CH3:1])[CH2:3][CH2:4]2)[CH:9]=[CH:10][C:11]=1[OH:14].